Dataset: Catalyst prediction with 721,799 reactions and 888 catalyst types from USPTO. Task: Predict which catalyst facilitates the given reaction. (1) Reactant: [CH2:1]([NH2:8])[C:2]1[CH:7]=[CH:6][CH:5]=[CH:4][CH:3]=1.[BrH:9].[CH2:10]([O:12][P:13]([CH2:18][C:19](=[NH:32])SCC1C=CC2C(=CC=CC=2)C=1)([O:15][CH2:16][CH3:17])=[O:14])[CH3:11]. Product: [BrH:9].[CH2:1]([NH:8][C:19](=[NH:32])[CH2:18][P:13]([O:15][CH2:16][CH3:17])([O:12][CH2:10][CH3:11])=[O:14])[C:2]1[CH:7]=[CH:6][CH:5]=[CH:4][CH:3]=1. The catalyst class is: 621. (2) Reactant: [NH2:1][C:2]1[C:3]([NH:8][CH2:9][C:10]([OH:12])=[O:11])=[N:4][CH:5]=[CH:6][CH:7]=1.CC(O)=O.[N:17]([O-])=O.[Na+]. Product: [N:1]1[C:2]2[C:3](=[N:4][CH:5]=[CH:6][CH:7]=2)[N:8]([CH2:9][C:10]([OH:12])=[O:11])[N:17]=1. The catalyst class is: 6. (3) Reactant: C(=O)([O-])[O-].[Ca+2].[Br:6][C:7]1[CH:12]=[CH:11][C:10]([S:13](Cl)(=[O:15])=[O:14])=[CH:9][CH:8]=1.[CH3:17][C:18]1[CH:19]=[C:20]([CH:22]=[C:23]([CH3:32])[C:24]=1[S:25]([CH2:28][N+:29]([O-:31])=[O:30])(=[O:27])=[O:26])[NH2:21].O. Product: [Br:6][C:7]1[CH:12]=[CH:11][C:10]([S:13]([NH:21][C:20]2[CH:19]=[C:18]([CH3:17])[C:24]([S:25]([CH2:28][N+:29]([O-:31])=[O:30])(=[O:27])=[O:26])=[C:23]([CH3:32])[CH:22]=2)(=[O:15])=[O:14])=[CH:9][CH:8]=1. The catalyst class is: 7. (4) Reactant: Cl.[NH:2]([C:6]1[CH:14]=[CH:13][C:9]([C:10](Cl)=[O:11])=[CH:8][CH:7]=1)[C:3]([NH2:5])=[NH:4].[C:15]([O:19][C:20](=[O:57])[CH2:21][C:22]1([CH2:49][C:50](=[O:56])[O:51][C:52]([CH3:55])([CH3:54])[CH3:53])[O:26][N:25]=[C:24]([C:27]2[CH:32]=[C:31]([OH:33])[CH:30]=[CH:29][C:28]=2[CH:34]2[CH2:39][CH2:38][N:37]([CH2:40][CH2:41][C:42]([O:44][C:45]([CH3:48])([CH3:47])[CH3:46])=[O:43])[CH2:36][CH2:35]2)[CH2:23]1)([CH3:18])([CH3:17])[CH3:16].N1C=CC=CC=1.CN1C(=O)CCC1. Product: [NH:2]([C:6]1[CH:14]=[CH:13][C:9]([C:10]([O:33][C:31]2[CH:30]=[CH:29][C:28]([CH:34]3[CH2:35][CH2:36][N:37]([CH2:40][CH2:41][C:42]([O:44][C:45]([CH3:46])([CH3:47])[CH3:48])=[O:43])[CH2:38][CH2:39]3)=[C:27]([C:24]3[CH2:23][C:22]([CH2:49][C:50]([O:51][C:52]([CH3:55])([CH3:54])[CH3:53])=[O:56])([CH2:21][C:20](=[O:57])[O:19][C:15]([CH3:16])([CH3:17])[CH3:18])[O:26][N:25]=3)[CH:32]=2)=[O:11])=[CH:8][CH:7]=1)[C:3]([NH2:5])=[NH:4]. The catalyst class is: 10. (5) Reactant: [Br-:1].[Br-].[Br-].[NH+]1C=CC=CC=1.[NH+]1C=CC=CC=1.[NH+]1C=CC=CC=1.[S:22]1[CH:26]=[C:25]([C:27](=[O:29])[CH3:28])[N:24]=[CH:23]1.Br. Product: [BrH:1].[Br:1][CH2:28][C:27]([C:25]1[N:24]=[CH:23][S:22][CH:26]=1)=[O:29]. The catalyst class is: 15.